Dataset: Catalyst prediction with 721,799 reactions and 888 catalyst types from USPTO. Task: Predict which catalyst facilitates the given reaction. Reactant: [NH2:1][CH2:2][C@H:3]1[C@@H:8]([CH3:9])[CH2:7][CH2:6][CH2:5][N:4]1[C:10]([C:12]1[N:13]=[C:14]([CH3:24])[S:15][C:16]=1[C:17]1[CH:22]=[CH:21][C:20]([F:23])=[CH:19][CH:18]=1)=[O:11].[CH2:25]([C:27]1[CH:28]=[N:29][C:30](Cl)=[N:31][CH:32]=1)[CH3:26].CCN(C(C)C)C(C)C. Product: [CH2:25]([C:27]1[CH:28]=[N:29][C:30]([NH:1][CH2:2][C@H:3]2[C@@H:8]([CH3:9])[CH2:7][CH2:6][CH2:5][N:4]2[C:10]([C:12]2[N:13]=[C:14]([CH3:24])[S:15][C:16]=2[C:17]2[CH:18]=[CH:19][C:20]([F:23])=[CH:21][CH:22]=2)=[O:11])=[N:31][CH:32]=1)[CH3:26]. The catalyst class is: 32.